Dataset: Full USPTO retrosynthesis dataset with 1.9M reactions from patents (1976-2016). Task: Predict the reactants needed to synthesize the given product. (1) Given the product [F:19][C:2]([F:1])([F:18])[C:3]1[N:4]=[C:5]([C:8]2[C:16]3[CH2:15][CH2:14][O:13][CH2:12][C:11]=3[S:10][C:9]=2[NH:17][C:28]([C:20]2[CH2:24][CH2:23][CH2:22][C:21]=2[C:25]([OH:27])=[O:26])=[O:29])[S:6][CH:7]=1, predict the reactants needed to synthesize it. The reactants are: [F:1][C:2]([F:19])([F:18])[C:3]1[N:4]=[C:5]([C:8]2[C:16]3[CH2:15][CH2:14][O:13][CH2:12][C:11]=3[S:10][C:9]=2[NH2:17])[S:6][CH:7]=1.[C:20]12[C:28](=[O:29])[O:27][C:25](=[O:26])[C:21]=1[CH2:22][CH2:23][CH2:24]2. (2) Given the product [F:3][C:4]1[CH:9]=[CH:8][C:7]([O:10][C:12]2[N:17]=[CH:16][C:15]([C:18]([O:20][CH2:21][CH3:22])=[O:19])=[CH:14][CH:13]=2)=[CH:6][CH:5]=1, predict the reactants needed to synthesize it. The reactants are: [H-].[Na+].[F:3][C:4]1[CH:9]=[CH:8][C:7]([OH:10])=[CH:6][CH:5]=1.Cl[C:12]1[N:17]=[CH:16][C:15]([C:18]([O:20][CH2:21][CH3:22])=[O:19])=[CH:14][CH:13]=1.Cl. (3) The reactants are: [C:1]([N:5]=[C:6]=[O:7])([CH3:4])([CH3:3])[CH3:2].[NH2:8][C@@H:9]1[CH2:13][CH2:12][C@@H:11]([C:14]([N:16]2[CH2:23][CH2:22][C@:21]3([CH3:27])[C:24]([CH3:26])([CH3:25])[C@H:17]2[CH2:18][C:19]2[C:31]([OH:32])=[CH:30][CH:29]=[CH:28][C:20]=23)=[O:15])[CH2:10]1.C(N(C(C)C)C(C)C)C. Given the product [C:1]([NH:5][C:6]([NH:8][C@@H:9]1[CH2:13][CH2:12][C@@H:11]([C:14]([N:16]2[CH2:23][CH2:22][C@:21]3([CH3:27])[C:24]([CH3:25])([CH3:26])[C@H:17]2[CH2:18][C:19]2[C:31]([OH:32])=[CH:30][CH:29]=[CH:28][C:20]=23)=[O:15])[CH2:10]1)=[O:7])([CH3:4])([CH3:3])[CH3:2], predict the reactants needed to synthesize it. (4) Given the product [F:8][C:9]1[CH:10]=[C:11]([NH:20][C:21]([C@H:23]2[C:32]3[C:27](=[CH:28][C:29]([O:33][CH3:34])=[CH:30][CH:31]=3)[CH2:26][CH2:25][N:24]2[C:35]([C@H:37]2[CH2:40][C@H:39]([CH2:41][C:42]([OH:44])=[O:43])[CH2:38]2)=[O:36])=[O:22])[CH:12]=[C:13]([F:19])[C:14]=1[Si:15]([CH3:17])([CH3:18])[CH3:16], predict the reactants needed to synthesize it. The reactants are: C(O)(C(F)(F)F)=O.[F:8][C:9]1[CH:10]=[C:11]([NH:20][C:21]([C@H:23]2[C:32]3[C:27](=[CH:28][C:29]([O:33][CH3:34])=[CH:30][CH:31]=3)[CH2:26][CH2:25][N:24]2[C:35]([C@H:37]2[CH2:40][C@H:39]([CH2:41][C:42]([O:44]C(C)(C)C)=[O:43])[CH2:38]2)=[O:36])=[O:22])[CH:12]=[C:13]([F:19])[C:14]=1[Si:15]([CH3:18])([CH3:17])[CH3:16].C(=O)([O-])O.[Na+].